Dataset: Forward reaction prediction with 1.9M reactions from USPTO patents (1976-2016). Task: Predict the product of the given reaction. (1) Given the reactants [CH:1]([C:3]1[C:4]([N:25]([CH2:33][C:34]2[CH:39]=[CH:38][C:37]([O:40][CH3:41])=[CH:36][CH:35]=2)[CH2:26][CH2:27][CH2:28][C:29]([O:31][CH3:32])=[O:30])=[N:5][CH:6]=[N:7][C:8]=1[NH:9][C:10]1[CH:15]=[CH:14][C:13]([O:16][C:17]2[CH:18]=[N:19][C:20]([CH3:23])=[CH:21][CH:22]=2)=[C:12]([CH3:24])[CH:11]=1)=O.C[O-].[Na+].CO.O, predict the reaction product. The product is: [CH3:41][O:40][C:37]1[CH:38]=[CH:39][C:34]([CH2:33][N:25]2[CH2:26][CH2:27][C:28]([C:29]([O:31][CH3:32])=[O:30])=[CH:1][C:3]3[C:8]([NH:9][C:10]4[CH:15]=[CH:14][C:13]([O:16][C:17]5[CH:18]=[N:19][C:20]([CH3:23])=[CH:21][CH:22]=5)=[C:12]([CH3:24])[CH:11]=4)=[N:7][CH:6]=[N:5][C:4]2=3)=[CH:35][CH:36]=1. (2) Given the reactants [F:1][C:2]1[CH:21]=[CH:20][CH:19]=[CH:18][C:3]=1[CH2:4][N:5]1[C:9]([C:10]2[S:11][CH:12]=[CH:13][N:14]=2)=[N:8][C:7]([C:15]([NH2:17])=O)=[N:6]1.FC(F)(F)C(OC(=O)C(F)(F)F)=O.C([O-])(O)=O.[Na+], predict the reaction product. The product is: [F:1][C:2]1[CH:21]=[CH:20][CH:19]=[CH:18][C:3]=1[CH2:4][N:5]1[C:9]([C:10]2[S:11][CH:12]=[CH:13][N:14]=2)=[N:8][C:7]([C:15]#[N:17])=[N:6]1.